Dataset: Full USPTO retrosynthesis dataset with 1.9M reactions from patents (1976-2016). Task: Predict the reactants needed to synthesize the given product. (1) Given the product [CH2:1]([C@@H:8]1[NH:9][C:10](=[O:44])[C@@H:11]([N:33]([CH3:43])[S:34]([CH2:37][CH2:38][C:39]([F:42])([F:40])[F:41])(=[O:35])=[O:36])[CH2:12][CH:13]=[CH:14][CH2:15][O:46][CH2:45][C@@H:19]2[CH2:18][C@@H:26]([C:21]3[CH:22]=[C:23]([O:31][CH3:32])[CH:24]=[CH:25][C:20]=32)[NH:27][CH2:28][C@H:29]1[OH:30])[C:2]1[CH:7]=[CH:6][CH:5]=[CH:4][CH:3]=1, predict the reactants needed to synthesize it. The reactants are: [CH2:1]([C@H:8]1[C@H:29]([OH:30])[CH2:28][NH:27][C@H:26]2[C@H:18]([CH2:19][C:20]3[CH:21]=[CH:22][C:23]([O:31][CH3:32])=[CH:24][C:25]=32)OC[CH2:15][CH2:14][CH2:13][CH2:12][C@H:11]([N:33]([CH3:43])[S:34]([CH2:37][CH2:38][C:39]([F:42])([F:41])[F:40])(=[O:36])=[O:35])[C:10](=[O:44])[NH:9]1)[C:2]1[CH:7]=[CH:6][CH:5]=[CH:4][CH:3]=1.[C:45](O)(C(F)(F)F)=[O:46]. (2) The reactants are: CO.[ClH:3].[NH2:4][C:5]1[N:9]=[C:8]([C@@H:10]([NH:14]C(=O)OC(C)(C)C)[CH2:11][C:12]#[CH:13])[NH:7][N:6]=1. Given the product [ClH:3].[NH2:14][C@H:10]([C:8]1[NH:7][N:6]=[C:5]([NH2:4])[N:9]=1)[CH2:11][C:12]#[CH:13], predict the reactants needed to synthesize it. (3) Given the product [OH:13][CH2:10][C:11]1[O:8][N:7]=[C:6]([C:4]([O:3][CH2:2][CH3:1])=[O:5])[CH:12]=1, predict the reactants needed to synthesize it. The reactants are: [CH3:1][CH2:2][O:3][C:4](/[C:6](/Cl)=[N:7]\[OH:8])=[O:5].[CH2:10]([OH:13])[C:11]#[CH:12].CCN(CC)CC. (4) The reactants are: [Br:1][C:2]1[CH:7]=[N+:6]([O-])[CH:5]=[C:4]2[S:9][C:10]([C:12]([O:14][CH3:15])=[O:13])=[CH:11][C:3]=12.O=P(Cl)(Cl)[Cl:18]. Given the product [Br:1][C:2]1[CH:7]=[N:6][C:5]([Cl:18])=[C:4]2[S:9][C:10]([C:12]([O:14][CH3:15])=[O:13])=[CH:11][C:3]=12, predict the reactants needed to synthesize it. (5) Given the product [ClH:1].[Cl:24][C:18]1[CH:17]=[C:16]([CH:21]=[CH:20][C:19]=1[O:22][CH3:23])[CH2:15][NH:14][C:5]1[C:6]2[C:11](=[CH:10][CH:9]=[C:8]([C:12]#[N:13])[CH:7]=2)[C:2]([C:30]2[CH:31]=[CH:32][C:27]([O:26][CH3:25])=[CH:28][CH:29]=2)=[N:3][N:4]=1, predict the reactants needed to synthesize it. The reactants are: [Cl:1][C:2]1[C:11]2[C:6](=[CH:7][C:8]([C:12]#[N:13])=[CH:9][CH:10]=2)[C:5]([NH:14][CH2:15][C:16]2[CH:21]=[CH:20][C:19]([O:22][CH3:23])=[C:18]([Cl:24])[CH:17]=2)=[N:4][N:3]=1.[CH3:25][O:26][C:27]1[CH:32]=[CH:31][C:30](OB(O)O)=[CH:29][CH:28]=1.C1(C)C=CC=CC=1.C(=O)([O-])[O-].[Na+].[Na+]. (6) Given the product [C:22]([O:21][C:19](=[O:20])[CH2:18][CH2:17][CH2:16][CH2:15][CH2:14][C@H:9]([NH:8][C:6]([C:2]1[S:1][CH:5]=[CH:4][CH:3]=1)=[O:7])[C:10]([OH:12])=[O:11])([CH3:25])([CH3:23])[CH3:24], predict the reactants needed to synthesize it. The reactants are: [S:1]1[CH:5]=[CH:4][CH:3]=[C:2]1[C:6]([NH:8][C@@H:9]([CH2:14][CH2:15][CH2:16][CH2:17][CH2:18][C:19]([O:21][C:22]([CH3:25])([CH3:24])[CH3:23])=[O:20])[C:10]([O:12]C)=[O:11])=[O:7].[Li+].[OH-].Cl.